From a dataset of Forward reaction prediction with 1.9M reactions from USPTO patents (1976-2016). Predict the product of the given reaction. Given the reactants [Br:1][C:2]1[CH:3]=[N:4][C:5]2[N:6]([N:8]=[C:9]([C:11]([OH:13])=O)[CH:10]=2)[CH:7]=1.[CH:14]([NH:17][C:18]([C:20]1[N:24]2[CH2:25][CH2:26][NH:27][CH:28]([CH3:29])[C:23]2=[CH:22][CH:21]=1)=[O:19])([CH3:16])[CH3:15], predict the reaction product. The product is: [CH:14]([NH:17][C:18]([C:20]1[N:24]2[CH2:25][CH2:26][N:27]([C:11]([C:9]3[CH:10]=[C:5]4[N:4]=[CH:3][C:2]([Br:1])=[CH:7][N:6]4[N:8]=3)=[O:13])[CH:28]([CH3:29])[C:23]2=[CH:22][CH:21]=1)=[O:19])([CH3:16])[CH3:15].